Dataset: Catalyst prediction with 721,799 reactions and 888 catalyst types from USPTO. Task: Predict which catalyst facilitates the given reaction. (1) Reactant: [CH2:1]([N:8]1[CH2:13][CH2:12][NH:11][CH2:10][CH2:9]1)[C:2]1[CH:7]=[CH:6][CH:5]=[CH:4][CH:3]=1.Cl[C:15]1[N:20]=[C:19]([N:21]2[CH2:30][CH2:29][C:24]3([O:28][CH2:27][CH2:26][O:25]3)[CH2:23][CH2:22]2)[CH:18]=[C:17]([Cl:31])[N:16]=1.C(NC(C)C)(C)C. Product: [CH2:1]([N:8]1[CH2:13][CH2:12][N:11]([C:15]2[N:20]=[C:19]([N:21]3[CH2:30][CH2:29][C:24]4([O:25][CH2:26][CH2:27][O:28]4)[CH2:23][CH2:22]3)[CH:18]=[C:17]([Cl:31])[N:16]=2)[CH2:10][CH2:9]1)[C:2]1[CH:3]=[CH:4][CH:5]=[CH:6][CH:7]=1. The catalyst class is: 7. (2) The catalyst class is: 6. Product: [CH3:24][C:12]([CH3:13])([CH3:14])[CH2:11][N:10]1[C:5]2[C:6](=[N:7][C:2]([CH:17]=[CH2:18])=[CH:3][CH:4]=2)[N:8]([CH3:16])[C:9]1=[O:15]. Reactant: Cl[C:2]1[N:7]=[C:6]2[N:8]([CH3:16])[C:9](=[O:15])[N:10]([CH2:11][CH:12]3[CH2:14][CH2:13]3)[C:5]2=[CH:4][CH:3]=1.[CH:17]([B-](F)(F)F)=[CH2:18].[K+].[C:24]([O-])([O-])=O.[Cs+].[Cs+].O1CCOCC1. (3) Reactant: FC(F)(F)C(O)=O.O1CCCCC1[N:14]1[C:22]2[CH:21]=[CH:20][C:19]([O:23]C3CCCCO3)=[C:18]([C:30]#[N:31])[C:17]=2[CH:16]=[N:15]1.C(=O)([O-])O.[Na+]. Product: [OH:23][C:19]1[CH:20]=[CH:21][C:22]2[NH:14][N:15]=[CH:16][C:17]=2[C:18]=1[C:30]#[N:31]. The catalyst class is: 96. (4) Reactant: C(N1CCCC[C@@H]1CO)C1C=CC=CC=1.[CH2:16]([O:23][C:24]([N:26]1[CH2:31][CH2:30][CH2:29][CH2:28][C@@H:27]1[C:32](O)=[O:33])=[O:25])[C:17]1[CH:22]=[CH:21][CH:20]=[CH:19][CH:18]=1. Product: [OH:33][CH2:32][C@H:27]1[CH2:28][CH2:29][CH2:30][CH2:31][N:26]1[C:24]([O:23][CH2:16][C:17]1[CH:18]=[CH:19][CH:20]=[CH:21][CH:22]=1)=[O:25]. The catalyst class is: 7. (5) Reactant: [N:1]1([C:14]([O:16][CH2:17][CH:18]2[C:30]3[C:25](=[CH:26][CH:27]=[CH:28][CH:29]=3)[C:24]3[C:19]2=[CH:20][CH:21]=[CH:22][CH:23]=3)=[O:15])[CH2:13][C@H:7]([O:8][C:9]([CH3:12])([CH3:11])[CH3:10])[CH2:6][C@H:2]1[C:3]([OH:5])=O.C(Cl)CCl.C1C=CC2N(O)N=NC=2C=1.[Cl:45][C:46]1[CH:53]=[CH:52][C:49]([CH2:50][NH2:51])=[CH:48][CH:47]=1. Product: [C:9]([O:8][C@H:7]1[CH2:13][N:1]([C:14]([O:16][CH2:17][CH:18]2[C:30]3[CH:29]=[CH:28][CH:27]=[CH:26][C:25]=3[C:24]3[C:19]2=[CH:20][CH:21]=[CH:22][CH:23]=3)=[O:15])[C@H:2]([C:3](=[O:5])[NH:51][CH2:50][C:49]2[CH:52]=[CH:53][C:46]([Cl:45])=[CH:47][CH:48]=2)[CH2:6]1)([CH3:10])([CH3:11])[CH3:12]. The catalyst class is: 91. (6) Reactant: [F:1][C:2]1[C:3]([OH:28])=[C:4]([CH:25]=[CH:26][CH:27]=1)[C:5]([NH:7]/[C:8](/[CH3:24])=[C:9](\[C:12]([NH:14][CH2:15][CH2:16][C:17]1[CH:22]=[CH:21][CH:20]=[CH:19][C:18]=1[F:23])=[O:13])/[CH2:10][CH3:11])=O.[OH-].[K+].Cl. Product: [CH2:10]([C:9]1[C:12](=[O:13])[N:14]([CH2:15][CH2:16][C:17]2[CH:22]=[CH:21][CH:20]=[CH:19][C:18]=2[F:23])[C:5]([C:4]2[CH:25]=[CH:26][CH:27]=[C:2]([F:1])[C:3]=2[OH:28])=[N:7][C:8]=1[CH3:24])[CH3:11]. The catalyst class is: 8. (7) Reactant: [C:1]([O:5][C:6]([N:8]1[CH2:22][CH2:21][N:11]2[C:12](=[O:20])[C:13]3[C:18]([CH:10]2[CH2:9]1)=[CH:17][CH:16]=[CH:15][C:14]=3[OH:19])=[O:7])([CH3:4])([CH3:3])[CH3:2].[CH2:23](Br)[C:24]1[CH:29]=[CH:28][CH:27]=[CH:26][CH:25]=1.C(=O)([O-])[O-].[K+].[K+]. Product: [C:1]([O:5][C:6]([N:8]1[CH2:22][CH2:21][N:11]2[C:12](=[O:20])[C:13]3[C:18]([CH:10]2[CH2:9]1)=[CH:17][CH:16]=[CH:15][C:14]=3[O:19][CH2:23][C:24]1[CH:29]=[CH:28][CH:27]=[CH:26][CH:25]=1)=[O:7])([CH3:4])([CH3:2])[CH3:3]. The catalyst class is: 42. (8) Reactant: [Cl:1][C:2]1[C:7]([O:8][CH3:9])=[CH:6][C:5]([O:10][CH3:11])=[C:4]([Cl:12])[C:3]=1[C:13]1[CH:14]=[C:15]2[N:21]([CH:22]3[CH2:27][CH2:26][CH2:25][CH2:24][O:23]3)[N:20]=[C:19](I)[C:16]2=[N:17][CH:18]=1.CC1(C)C(C)(C)OB([C:37]2[CH:38]=[N:39][N:40](C(OC(C)(C)C)=O)[CH:41]=2)O1.ClCCl.P([O-])([O-])([O-])=O.[K+].[K+].[K+]. Product: [Cl:1][C:2]1[C:7]([O:8][CH3:9])=[CH:6][C:5]([O:10][CH3:11])=[C:4]([Cl:12])[C:3]=1[C:13]1[CH:14]=[C:15]2[N:21]([CH:22]3[CH2:27][CH2:26][CH2:25][CH2:24][O:23]3)[N:20]=[C:19]([C:37]3[CH:38]=[N:39][NH:40][CH:41]=3)[C:16]2=[N:17][CH:18]=1. The catalyst class is: 117. (9) Reactant: CN([C:4]1[C:9]([C:10]2C(P(C3CCCCC3)C3CCCCC3)=CC=C[CH:11]=2)=[CH:8][CH:7]=[CH:6][CH:5]=1)C.CC([O-])(C)C.[Na+].Cl[C:36]1[CH:41]=[CH:40][C:39]([C:42]2[CH:47]=[CH:46][CH:45]=[CH:44][N:43]=2)=[CH:38][C:37]=1[NH2:48].BrC1C=CC=CC=1C=C. Product: [N:43]1[CH:44]=[CH:45][CH:46]=[CH:47][C:42]=1[C:39]1[CH:40]=[CH:41][C:36]2[CH:11]=[CH:10][C:9]3[CH:4]=[CH:5][CH:6]=[CH:7][C:8]=3[NH:48][C:37]=2[CH:38]=1. The catalyst class is: 62. (10) Reactant: [O:1]=[C:2]1[CH2:10][C:9]2[C:4](=[CH:5][CH:6]=[CH:7][CH:8]=2)[N:3]1[CH:11]1[CH2:16][CH2:15][N:14]([C@H:17]2[CH2:21][CH2:20][N:19]([C:22]([O:24]C(C)(C)C)=O)[CH2:18]2)[CH2:13][CH2:12]1.FC(F)(F)C(O)=O.[O:36]=[C:37]1[CH2:41][CH2:40][CH2:39][N:38]1[CH2:42][CH2:43]C(O)=O.CCN(C(C)C)C(C)C.CN(C(ON1N=NC2C=CC=NC1=2)=[N+](C)C)C.F[P-](F)(F)(F)(F)F. Product: [O:36]=[C:37]1[CH2:41][CH2:40][CH2:39][N:38]1[CH2:42][CH2:43][C:22]([N:19]1[CH2:20][CH2:21][C@H:17]([N:14]2[CH2:13][CH2:12][CH:11]([N:3]3[C:4]4[C:9](=[CH:8][CH:7]=[CH:6][CH:5]=4)[CH2:10][C:2]3=[O:1])[CH2:16][CH2:15]2)[CH2:18]1)=[O:24]. The catalyst class is: 59.